Dataset: Full USPTO retrosynthesis dataset with 1.9M reactions from patents (1976-2016). Task: Predict the reactants needed to synthesize the given product. (1) Given the product [NH:26]1[CH2:31][CH2:30][CH:29]([CH2:32][CH2:33][C:34](=[O:36])[CH3:35])[CH2:28][CH2:27]1.[ClH:16], predict the reactants needed to synthesize it. The reactants are: C(OC(N1CCCCC1)=O)(C)(C)C.C[Mg][Cl:16].[Cl-].[NH4+].C(OC([N:26]1[CH2:31][CH2:30][CH:29]([CH2:32][CH2:33][C:34](=[O:36])[CH3:35])[CH2:28][CH2:27]1)=O)(C)(C)C.Cl. (2) Given the product [NH2:1][C:4]1[CH:5]=[C:6]([C:13]2[CH:18]=[CH:17][N:16]=[CH:15][CH:14]=2)[C:7]2[O:11][CH:10]=[CH:9][C:8]=2[CH:12]=1, predict the reactants needed to synthesize it. The reactants are: [N+:1]([C:4]1[CH:5]=[C:6]([C:13]2[CH:18]=[CH:17][N:16]=[CH:15][CH:14]=2)[C:7]2[O:11][CH:10]=[CH:9][C:8]=2[CH:12]=1)([O-])=O.C(O)C.O.NN. (3) Given the product [C:31]([O:30][C:28]([N:25]1[CH2:24][CH2:23][N:22]([CH2:21][CH2:20][NH:19][C:2]2[N:7]=[C:6]3[NH:8][N:9]=[C:10]([C:11]4[CH:16]=[CH:15][N:14]=[C:13]([S:17][CH3:18])[N:12]=4)[C:5]3=[CH:4][N:3]=2)[CH2:27][CH2:26]1)=[O:29])([CH3:34])([CH3:33])[CH3:32], predict the reactants needed to synthesize it. The reactants are: Cl[C:2]1[N:7]=[C:6]2[NH:8][N:9]=[C:10]([C:11]3[CH:16]=[CH:15][N:14]=[C:13]([S:17][CH3:18])[N:12]=3)[C:5]2=[CH:4][N:3]=1.[NH2:19][CH2:20][CH2:21][N:22]1[CH2:27][CH2:26][N:25]([C:28]([O:30][C:31]([CH3:34])([CH3:33])[CH3:32])=[O:29])[CH2:24][CH2:23]1.C(N(CC)CC)C. (4) Given the product [CH3:1][O:17][C:9]1[C:10]([N+:14]([O-:16])=[O:15])=[CH:11][CH:12]=[CH:13][C:8]=1[Br:7], predict the reactants needed to synthesize it. The reactants are: [C:1]([O-])([O-])=O.[K+].[K+].[Br:7][C:8]1[CH:13]=[CH:12][CH:11]=[C:10]([N+:14]([O-:16])=[O:15])[C:9]=1[OH:17].